Dataset: Reaction yield outcomes from USPTO patents with 853,638 reactions. Task: Predict the reaction yield, written as a fraction of the theoretical maximum amount of product (1.0 means a 100% yield; for example, 0.34 means a 34% yield). (1) The reactants are [C:1]([O:4][CH2:5][CH2:6][NH:7][C:8]1[CH:13]=[CH:12][CH:11]=[C:10]([CH2:14][NH:15][S:16]([C:19]2[CH:24]=[CH:23][CH:22]=[CH:21][N:20]=2)(=[O:18])=[O:17])[N:9]=1)(=O)[CH3:2].[CH2:25]([O:29][C:30]1[CH:37]=[CH:36][C:33]([CH2:34]O)=[CH:32][CH:31]=1)[CH2:26][CH2:27][CH3:28].C(P(CCCC)CCCC)CCC.CN(C)C(N=NC(N(C)C)=O)=[O:54]. The catalyst is O.O1CCCC1. The product is [CH2:25]([O:29][C:30]1[CH:31]=[CH:32][C:33]([CH2:34][CH:14]([NH:15][S:16]([C:19]2[CH:24]=[CH:23][CH:22]=[CH:21][N:20]=2)(=[O:18])=[O:17])[C:10]2[N:9]=[C:8]([NH:7][CH2:6][C:5]([O:4][CH2:1][CH3:2])=[O:54])[CH:13]=[CH:12][CH:11]=2)=[CH:36][CH:37]=1)[CH2:26][CH2:27][CH3:28]. The yield is 0.920. (2) The reactants are [C:1]([C:5]1[CH:10]=[CH:9][CH:8]=[C:7]([C:11]([CH3:14])([CH3:13])[CH3:12])[C:6]=1[OH:15])([CH3:4])([CH3:3])[CH3:2].[H-].[Na+].C(C1C=CC=C(C(C)(C)C)C=1[O-])(C)(C)C.[Na+].CN1CCN(C)C1=O.[CH3:42][S:43](Cl)(=[O:45])=[O:44]. The catalyst is Cl.O1CCCC1. The product is [CH3:42][S:43]([O:15][C:6]1[C:5]([C:1]([CH3:4])([CH3:3])[CH3:2])=[CH:10][CH:9]=[CH:8][C:7]=1[C:11]([CH3:14])([CH3:13])[CH3:12])(=[O:45])=[O:44]. The yield is 0.350. (3) The reactants are Br[C:2]1[CH:3]=[C:4]([C:14]([NH:16][CH2:17][C:18]2[C:19](=[O:28])[NH:20][C:21]([CH3:27])=[CH:22][C:23]=2[NH:24][CH2:25][CH3:26])=[O:15])[C:5]2[CH:6]=[CH:7][N:8]([CH:11]([CH3:13])[CH3:12])[C:9]=2[CH:10]=1.[CH3:29][N:30]1[CH2:35][CH2:34][N:33]([C:36]2[CH:41]=[CH:40][C:39](B3OC(C)(C)C(C)(C)O3)=[CH:38][N:37]=2)[CH2:32][CH2:31]1.C(=O)(O)[O-].[Na+].COCCOC. The catalyst is C1C=CC(P(C2C=CC=CC=2)[C-]2C=CC=C2)=CC=1.C1C=CC(P(C2C=CC=CC=2)[C-]2C=CC=C2)=CC=1.Cl[Pd]Cl.[Fe+2].C(Cl)Cl.O. The product is [CH2:25]([NH:24][C:23]1[CH:22]=[C:21]([CH3:27])[NH:20][C:19](=[O:28])[C:18]=1[CH2:17][NH:16][C:14]([C:4]1[C:5]2[CH:6]=[CH:7][N:8]([CH:11]([CH3:13])[CH3:12])[C:9]=2[CH:10]=[C:2]([C:39]2[CH:38]=[N:37][C:36]([N:33]3[CH2:32][CH2:31][N:30]([CH3:29])[CH2:35][CH2:34]3)=[CH:41][CH:40]=2)[CH:3]=1)=[O:15])[CH3:26]. The yield is 0.562. (4) The reactants are [N:1]1[N:2]=[C:3]([C:10]2[CH:19]=[CH:18][C:17]3[C:12](=[C:13]([O:20][CH2:21][C:22]4(O)[CH2:25][N:24]([C:26]([O:28][C:29]([CH3:32])([CH3:31])[CH3:30])=[O:27])[CH2:23]4)[CH:14]=[CH:15][CH:16]=3)[N:11]=2)[N:4]2[CH:9]=[CH:8][CH:7]=[CH:6][C:5]=12.COCCN(S(F)(F)[F:44])CCOC.C([O-])(O)=O.[Na+]. The catalyst is C(Cl)Cl. The product is [N:1]1[N:2]=[C:3]([C:10]2[CH:19]=[CH:18][C:17]3[C:12](=[C:13]([O:20][CH2:21][C:22]4([F:44])[CH2:25][N:24]([C:26]([O:28][C:29]([CH3:32])([CH3:31])[CH3:30])=[O:27])[CH2:23]4)[CH:14]=[CH:15][CH:16]=3)[N:11]=2)[N:4]2[CH:9]=[CH:8][CH:7]=[CH:6][C:5]=12. The yield is 0.222. (5) The reactants are Cl.[Cl:2][C:3]1[N:8]=[CH:7][C:6]([CH2:9][N:10]2[CH:15]=[CH:14][CH:13]=[CH:12][C:11]2=[NH:16])=[CH:5][CH:4]=1.CCN=C=NCCCN(C)C.Cl.[Br:29][CH:30]([Br:34])[C:31](O)=[O:32]. The catalyst is CN(C1C=CN=CC=1)C.ClCCl. The product is [Br:29][CH:30]([Br:34])[C:31]([N:16]=[C:11]1[CH:12]=[CH:13][CH:14]=[CH:15][N:10]1[CH2:9][C:6]1[CH:7]=[N:8][C:3]([Cl:2])=[CH:4][CH:5]=1)=[O:32]. The yield is 0.150. (6) The reactants are [F:1][C:2]1[CH:7]=[CH:6][C:5]([C:8]2[C:16]3[C:11](=[CH:12][CH:13]=[C:14]([C:17]4[NH:18][C:19]([CH2:22][CH2:23][C:24]([O:26]CC)=[O:25])=[N:20][N:21]=4)[CH:15]=3)[NH:10][N:9]=2)=[CH:4][CH:3]=1.O.[OH-].[Li+]. The catalyst is O1CCCC1. The product is [F:1][C:2]1[CH:7]=[CH:6][C:5]([C:8]2[C:16]3[C:11](=[CH:12][CH:13]=[C:14]([C:17]4[NH:18][C:19]([CH2:22][CH2:23][C:24]([OH:26])=[O:25])=[N:20][N:21]=4)[CH:15]=3)[NH:10][N:9]=2)=[CH:4][CH:3]=1. The yield is 0.320.